This data is from Reaction yield outcomes from USPTO patents with 853,638 reactions. The task is: Predict the reaction yield, written as a fraction of the theoretical maximum amount of product (1.0 means a 100% yield; for example, 0.34 means a 34% yield). (1) The reactants are [F:1][C:2]1[CH:10]=[C:9]2[C:5]([C:6]([C:12]3[N:13]=[C:14]4[C:20]([C:21]([NH:23][C:24]([CH3:33])([CH3:32])[C:25]([O:27]C(C)(C)C)=[O:26])=[O:22])=[CH:19][NH:18][C:15]4=[N:16][CH:17]=3)=[N:7][N:8]2[CH3:11])=[CH:4][CH:3]=1.FC(F)(F)C(O)=O. The catalyst is ClCCl. The product is [F:1][C:2]1[CH:10]=[C:9]2[C:5]([C:6]([C:12]3[N:13]=[C:14]4[C:20]([C:21]([NH:23][C:24]([CH3:33])([CH3:32])[C:25]([OH:27])=[O:26])=[O:22])=[CH:19][NH:18][C:15]4=[N:16][CH:17]=3)=[N:7][N:8]2[CH3:11])=[CH:4][CH:3]=1. The yield is 0.400. (2) The reactants are [C:1]([C:5]1[N:10]=[C:9]([N:11]2[CH2:16][CH2:15][N:14]([CH2:17][CH2:18][CH2:19][CH2:20][NH2:21])[CH2:13][CH2:12]2)[CH:8]=[C:7]([C:22]([F:25])([F:24])[F:23])[N:6]=1)([CH3:4])([CH3:3])[CH3:2].C1N=CN([C:31]([N:33]2[CH:37]=N[CH:35]=[CH:34]2)=[O:32])C=1.[C:38]1([C:44]2([OH:50])CCNC[CH2:45]2)[CH:43]=[CH:42][CH:41]=[CH:40][CH:39]=1. The catalyst is C(Cl)(Cl)Cl.CO. The product is [C:1]([C:5]1[N:10]=[C:9]([N:11]2[CH2:16][CH2:15][N:14]([CH2:17][CH2:18][CH2:19][CH2:20][NH:21][C:31]([N:33]3[CH2:34][CH2:35][C:44]([OH:50])([C:38]4[CH:43]=[CH:42][CH:41]=[CH:40][CH:39]=4)[CH2:45][CH2:37]3)=[O:32])[CH2:13][CH2:12]2)[CH:8]=[C:7]([C:22]([F:24])([F:25])[F:23])[N:6]=1)([CH3:4])([CH3:2])[CH3:3]. The yield is 0.220. (3) The reactants are [CH3:1][S:2]([O:5][C@@H:6]([CH2:11][C:12]1[CH:17]=[CH:16][CH:15]=[CH:14][CH:13]=1)[C:7]([O:9]C)=[O:8])(=[O:4])=[O:3].C(O)=O.S(=O)(=O)(O)O. The catalyst is O. The product is [CH3:1][S:2]([O:5][C@@H:6]([CH2:11][C:12]1[CH:17]=[CH:16][CH:15]=[CH:14][CH:13]=1)[C:7]([OH:9])=[O:8])(=[O:4])=[O:3]. The yield is 0.840. (4) The reactants are [N:1]1[CH:6]=[CH:5][C:4]([CH:7]=[O:8])=[CH:3][CH:2]=1.C([O-])([O-])[O:10][CH2:11][CH3:12].C(=O)(O)[O-].[Na+].[C:20](OCC)(=O)[CH3:21]. The catalyst is C(O)C.C1(C)C=CC(S(O)(=O)=O)=CC=1. The product is [CH2:20]([O:8][CH:7]([O:10][CH2:11][CH3:12])[C:4]1[CH:5]=[CH:6][N:1]=[CH:2][CH:3]=1)[CH3:21]. The yield is 0.780. (5) The reactants are [Cl:1][C:2]1[CH:11]=[CH:10][CH:9]=[C:8]([CH3:12])[C:3]=1[C:4]([O:6][CH3:7])=[O:5].[Br:13]N1C(=O)CCC1=O.C(OOC(=O)C1C=CC=CC=1)(=O)C1C=CC=CC=1.ClCCl. The catalyst is C(Cl)(Cl)(Cl)Cl. The product is [Br:13][CH2:12][C:8]1[CH:9]=[CH:10][CH:11]=[C:2]([Cl:1])[C:3]=1[C:4]([O:6][CH3:7])=[O:5]. The yield is 0.950. (6) The reactants are [Cl:1][C:2]1[CH:7]=[CH:6][C:5]([CH:8]2[CH:12]([C:13]3[CH:18]=[CH:17][C:16]([Cl:19])=[CH:15][CH:14]=3)[N:11]([C:20](Cl)=[O:21])[C:10]([C:23]3[CH:28]=[CH:27][CH:26]=[CH:25][C:24]=3[O:29][CH:30]([CH3:32])[CH3:31])=[N:9]2)=[CH:4][CH:3]=1.C(N(CC)CC)C.[N:40]1([CH:45]2[CH2:50][CH2:49][NH:48][CH2:47][CH2:46]2)[CH2:44][CH2:43][CH2:42][CH2:41]1.O. The catalyst is C(Cl)Cl. The product is [Cl:1][C:2]1[CH:3]=[CH:4][C:5]([CH:8]2[CH:12]([C:13]3[CH:14]=[CH:15][C:16]([Cl:19])=[CH:17][CH:18]=3)[N:11]([C:20]([N:48]3[CH2:49][CH2:50][CH:45]([N:40]4[CH2:44][CH2:43][CH2:42][CH2:41]4)[CH2:46][CH2:47]3)=[O:21])[C:10]([C:23]3[CH:28]=[CH:27][CH:26]=[CH:25][C:24]=3[O:29][CH:30]([CH3:32])[CH3:31])=[N:9]2)=[CH:6][CH:7]=1. The yield is 0.720.